Task: Predict the reactants needed to synthesize the given product.. Dataset: Full USPTO retrosynthesis dataset with 1.9M reactions from patents (1976-2016) (1) The reactants are: [N+:1]([C:4]1[CH:5]=[CH:6][C:7]2[C:11]3[CH:12]=[CH:13][C:14]([N+:16]([O-])=O)=[CH:15][C:10]=3[S:9](=O)[C:8]=2[CH:20]=1)([O-])=O. Given the product [CH:12]1[C:11]2[C:7]3[CH:6]=[CH:5][C:4]([NH2:1])=[CH:20][C:8]=3[S:9][C:10]=2[CH:15]=[C:14]([NH2:16])[CH:13]=1, predict the reactants needed to synthesize it. (2) Given the product [Cl:7][C:8]1[CH:13]=[CH:12][C:11]([C:14]2[O:15][CH:16]=[C:17]([CH2:19][OH:20])[N:18]=2)=[CH:10][C:9]=1[CH3:24], predict the reactants needed to synthesize it. The reactants are: [H-].[Al+3].[Li+].[H-].[H-].[H-].[Cl:7][C:8]1[CH:13]=[CH:12][C:11]([C:14]2[O:15][CH:16]=[C:17]([C:19](OCC)=[O:20])[N:18]=2)=[CH:10][C:9]=1[CH3:24].O.[OH-].[Na+].